This data is from Reaction yield outcomes from USPTO patents with 853,638 reactions. The task is: Predict the reaction yield, written as a fraction of the theoretical maximum amount of product (1.0 means a 100% yield; for example, 0.34 means a 34% yield). (1) The reactants are [ClH:1].CO[C:4](=O)[CH:5]([NH2:10])[CH2:6][CH2:7][C:8]#[CH:9].[N:12]#[C:13][NH2:14]. No catalyst specified. The product is [ClH:1].[CH2:6]([C:5]1[N:10]=[C:13]([NH2:14])[NH:12][CH:4]=1)[CH2:7][C:8]#[CH:9]. The yield is 0.480. (2) The reactants are [F:1][C:2]1[CH:7]=[CH:6][CH:5]=[CH:4][C:3]=1[NH2:8].C[Si](Cl)(C)C.CC1(C)[O:20][C:19](=O)[CH2:18][C:17](=[O:22])[O:16]1. The catalyst is C(Cl)Cl. The product is [F:1][C:2]1[CH:7]=[CH:6][CH:5]=[CH:4][C:3]=1[NH:8][C:19](=[O:20])[CH2:18][C:17]([OH:22])=[O:16]. The yield is 0.260. (3) The reactants are [F:1][C:2]1[CH:24]=[CH:23][C:5]([O:6][C:7]2[CH:8]=[C:9]3[C:13](=[CH:14][C:15]=2[C:16]([NH2:18])=[O:17])[N:12]([CH2:19][CH:20]([CH3:22])[CH3:21])[N:11]=[CH:10]3)=[CH:4][CH:3]=1.C(N1C=CN=C1)(N1C=CN=C1)=O.[CH2:37]([NH:44][CH2:45][CH2:46]N)[C:38]1[CH:43]=[CH:42][CH:41]=[CH:40][CH:39]=1. The catalyst is C1COCC1. The product is [CH2:37]([NH:44][CH2:45][CH2:46][NH:18][C:16]([C:15]1[CH:14]=[C:13]2[C:9]([CH:10]=[N:11][N:12]2[CH2:19][CH:20]([CH3:22])[CH3:21])=[CH:8][C:7]=1[O:6][C:5]1[CH:23]=[CH:24][C:2]([F:1])=[CH:3][CH:4]=1)=[O:17])[C:38]1[CH:43]=[CH:42][CH:41]=[CH:40][CH:39]=1. The yield is 1.00. (4) The reactants are Cl[C:2]1[N:7]2[N:8]=[C:9]([CH3:11])[CH:10]=[C:6]2[N:5]=[C:4]([NH:12][C:13]([CH:15]2[CH2:17][CH:16]2[C:18]2[CH:23]=[CH:22][N:21]=[CH:20][CH:19]=2)=[O:14])[CH:3]=1.[NH:24]1[CH2:29][CH2:28][CH:27]([NH:30][C:31](=[O:33])[CH3:32])[CH2:26][CH2:25]1. The catalyst is CN1C(=O)CCC1.CS(C)=O.CO. The product is [C:31]([NH:30][CH:27]1[CH2:28][CH2:29][N:24]([C:2]2[N:7]3[N:8]=[C:9]([CH3:11])[CH:10]=[C:6]3[N:5]=[C:4]([NH:12][C:13]([CH:15]3[CH2:17][CH:16]3[C:18]3[CH:23]=[CH:22][N:21]=[CH:20][CH:19]=3)=[O:14])[CH:3]=2)[CH2:25][CH2:26]1)(=[O:33])[CH3:32]. The yield is 0.0900.